This data is from Catalyst prediction with 721,799 reactions and 888 catalyst types from USPTO. The task is: Predict which catalyst facilitates the given reaction. (1) Reactant: C([O:8][C@@H:9]([C:11]1[O:12][C:13]2[C:18]([C:19](=[O:27])[C:20]=1[C:21]1[CH:26]=[CH:25][CH:24]=[CH:23][CH:22]=1)=[CH:17][C:16]([F:28])=[CH:15][CH:14]=2)[CH3:10])C1C=CC=CC=1.[Cl-].[Al+3].[Cl-].[Cl-]. Product: [F:28][C:16]1[CH:17]=[C:18]2[C:13](=[CH:14][CH:15]=1)[O:12][C:11]([C@H:9]([OH:8])[CH3:10])=[C:20]([C:21]1[CH:22]=[CH:23][CH:24]=[CH:25][CH:26]=1)[C:19]2=[O:27]. The catalyst class is: 4. (2) Reactant: Br[C:2]1[CH:3]=[C:4]2[C:9](=[N:10][C:11]=1[CH:12]([O:15][CH3:16])[O:13][CH3:14])[NH:8][CH2:7][CH2:6][CH2:5]2.[O:17]1[CH2:21][CH2:20][NH:19][C:18]1=[O:22].[O-]P([O-])([O-])=O.[K+].[K+].[K+].[C@H]1(N)CCCC[C@@H]1N. Product: [CH3:14][O:13][CH:12]([O:15][CH3:16])[C:11]1[C:2]([N:19]2[CH2:20][CH2:21][O:17][C:18]2=[O:22])=[CH:3][C:4]2[CH2:5][CH2:6][CH2:7][NH:8][C:9]=2[N:10]=1. The catalyst class is: 185. (3) Reactant: [C:1]([C:3]1([C:6]2[CH:7]=[C:8]([CH:12]=[CH:13][CH:14]=2)[C:9]([OH:11])=O)[CH2:5][CH2:4]1)#[N:2].C(Cl)(=O)C(Cl)=O.O1CCCC1.[NH2:26][C:27]1[C:28]([F:50])=[CH:29][C:30]([Cl:49])=[C:31]([CH:48]=1)[O:32][C:33]1[CH:34]=[CH:35][C:36]2[N:37]([CH:39]=[C:40]([NH:42][C:43]([CH:45]3[CH2:47][CH2:46]3)=[O:44])[N:41]=2)[N:38]=1. Product: [Cl:49][C:30]1[C:31]([O:32][C:33]2[CH:34]=[CH:35][C:36]3[N:37]([CH:39]=[C:40]([NH:42][C:43]([CH:45]4[CH2:46][CH2:47]4)=[O:44])[N:41]=3)[N:38]=2)=[CH:48][C:27]([NH:26][C:9](=[O:11])[C:8]2[CH:12]=[CH:13][CH:14]=[C:6]([C:3]3([C:1]#[N:2])[CH2:4][CH2:5]3)[CH:7]=2)=[C:28]([F:50])[CH:29]=1. The catalyst class is: 637. (4) Reactant: [CH3:1][S:2]([C:5]1[CH:13]=[C:12]2[C:8]([CH:9]=[C:10]([CH3:14])[NH:11]2)=[CH:7][CH:6]=1)(=[O:4])=[O:3].[Br:15][C:16]1[CH:23]=[CH:22][C:19]([CH:20]=O)=[CH:18][CH:17]=1.[Si](OS(C(F)(F)F)(=O)=O)(C)(C)C.[SiH](CC)(CC)CC. Product: [Br:15][C:16]1[CH:23]=[CH:22][C:19]([CH2:20][C:9]2[C:8]3[C:12](=[CH:13][C:5]([S:2]([CH3:1])(=[O:4])=[O:3])=[CH:6][CH:7]=3)[NH:11][C:10]=2[CH3:14])=[CH:18][CH:17]=1. The catalyst class is: 2. (5) Reactant: [CH3:1][O:2][C:3]1[CH:4]=[C:5]2[C:10](=[CH:11][C:12]=1[O:13][CH3:14])[N:9]=[CH:8][N:7]=[C:6]2[CH:15]1[CH2:20][CH2:19][NH:18][CH2:17][CH2:16]1.[N+](C1C=CC([O:30][C:31](=O)[NH:32][C:33]2[CH:38]=[CH:37][C:36]([CH:39]([CH3:41])[CH3:40])=[CH:35][CH:34]=2)=CC=1)([O-])=O. Product: [CH:39]([C:36]1[CH:37]=[CH:38][C:33]([NH:32][C:31]([N:18]2[CH2:19][CH2:20][CH:15]([C:6]3[C:5]4[C:10](=[CH:11][C:12]([O:13][CH3:14])=[C:3]([O:2][CH3:1])[CH:4]=4)[N:9]=[CH:8][N:7]=3)[CH2:16][CH2:17]2)=[O:30])=[CH:34][CH:35]=1)([CH3:41])[CH3:40]. The catalyst class is: 23. (6) Reactant: [Cl:1][C:2]1[CH:7]=[CH:6][C:5]([N+:8]([O-])=O)=[CH:4][C:3]=1[C:11]1[CH:16]=[CH:15][N:14]=[CH:13][C:12]=1[F:17].C(=O)([O-])[O-].[Na+].[Na+]. Product: [Cl:1][C:2]1[CH:7]=[CH:6][C:5]([NH2:8])=[CH:4][C:3]=1[C:11]1[CH:16]=[CH:15][N:14]=[CH:13][C:12]=1[F:17]. The catalyst class is: 180. (7) Reactant: Cl.Cl.[O:3]1[CH2:8][CH2:7][CH:6]([N:9]2[CH2:14][CH2:13][CH:12]([NH2:15])[CH2:11][CH2:10]2)[CH2:5][CH2:4]1.O.C(N(CC)CC)C.Cl[C:25]1[CH:30]=[CH:29][C:28]([S:31]([NH2:34])(=[O:33])=[O:32])=[CH:27][C:26]=1[N+:35]([O-:37])=[O:36]. Product: [N+:35]([C:26]1[CH:27]=[C:28]([S:31]([NH2:34])(=[O:32])=[O:33])[CH:29]=[CH:30][C:25]=1[NH:15][CH:12]1[CH2:13][CH2:14][N:9]([CH:6]2[CH2:5][CH2:4][O:3][CH2:8][CH2:7]2)[CH2:10][CH2:11]1)([O-:37])=[O:36]. The catalyst class is: 12. (8) Reactant: C([NH:4][C:5]1[CH:10]=[CH:9][N:8]([C:11]([C@@H:13]([C@H:23]([CH2:36][OH:37])[O:24][CH2:25][P:26]([O:32][CH:33]([CH3:35])[CH3:34])([O:28][CH:29]([CH3:31])[CH3:30])=[O:27])[O:14]C(=O)C2C=CC=CC=2)=[O:12])[C:7](=[O:38])[N:6]=1)(=O)C.N. Product: [N:8]1([C:11]([C@@H:13]([C@H:23]([CH2:36][OH:37])[O:24][CH2:25][P:26]([O:32][CH:33]([CH3:35])[CH3:34])([O:28][CH:29]([CH3:30])[CH3:31])=[O:27])[OH:14])=[O:12])[CH:9]=[CH:10][C:5]([NH2:4])=[N:6][C:7]1=[O:38]. The catalyst class is: 5. (9) Reactant: CC1(C)C(C)(C)[O:5][B:4]([C:9]2[CH:26]=[CH:25][C:12]3[CH2:13][CH2:14][N:15]([C:18]([O:20][C:21]([CH3:24])([CH3:23])[CH3:22])=[O:19])[CH2:16][CH2:17][C:11]=3[CH:10]=2)[O:3]1.I([O-])(=O)(=O)=O.[Na+].C([O-])(=O)C.[NH4+].O. Product: [CH3:24][C:21]([O:20][C:18]([N:15]1[CH2:14][CH2:13][C:12]2[CH:25]=[CH:26][C:9]([B:4]([OH:5])[OH:3])=[CH:10][C:11]=2[CH2:17][CH2:16]1)=[O:19])([CH3:22])[CH3:23]. The catalyst class is: 21. (10) Reactant: [Cl:1][C:2]1[CH:7]=[CH:6][CH:5]=[C:4]([Cl:8])[C:3]=1[CH:9]([O:12][Si:13]([CH2:18][CH3:19])([CH2:16][CH3:17])[CH2:14][CH3:15])[CH2:10][NH2:11].[CH2:20]1[C:22]2([CH2:27][CH2:26][CH:25]([CH:28]=O)[CH2:24][CH2:23]2)[CH2:21]1.CC(O)=O.[BH-](OC(C)=O)(OC(C)=O)OC(C)=O.[Na+]. Product: [Cl:1][C:2]1[CH:7]=[CH:6][CH:5]=[C:4]([Cl:8])[C:3]=1[CH:9]([O:12][Si:13]([CH2:16][CH3:17])([CH2:14][CH3:15])[CH2:18][CH3:19])[CH2:10][NH:11][CH2:28][CH:25]1[CH2:26][CH2:27][C:22]2([CH2:20][CH2:21]2)[CH2:23][CH2:24]1. The catalyst class is: 2.